From a dataset of Full USPTO retrosynthesis dataset with 1.9M reactions from patents (1976-2016). Predict the reactants needed to synthesize the given product. (1) The reactants are: [F:1][C:2]1([F:14])[CH2:6][CH2:5][N:4]([C:7]([CH:9]2[CH2:13][CH2:12][NH:11][CH2:10]2)=[O:8])[CH2:3]1.[F:15][C:16]1[CH:24]=[CH:23][C:22]([CH:25]=[O:26])=[CH:21][C:17]=1[C:18](O)=[O:19].F[P-](F)(F)(F)(F)F.N1(OC(N(C)C)=[N+](C)C)C2C=CC=CC=2N=N1.C(N(CC)C(C)C)(C)C. Given the product [F:14][C:2]1([F:1])[CH2:6][CH2:5][N:4]([C:7]([CH:9]2[CH2:13][CH2:12][N:11]([C:18]([C:17]3[CH:21]=[C:22]([CH:23]=[CH:24][C:16]=3[F:15])[CH:25]=[O:26])=[O:19])[CH2:10]2)=[O:8])[CH2:3]1, predict the reactants needed to synthesize it. (2) Given the product [CH:24]1([N:18]2[CH2:17][CH2:16][C:15]3[CH:21]=[C:22]([I:23])[C:12]([O:11][C:8]4[N:7]=[CH:6][C:5]([C:3]([NH:2][CH3:1])=[O:4])=[CH:10][CH:9]=4)=[CH:13][C:14]=3[CH2:20][CH2:19]2)[CH2:27][CH2:26][CH2:25]1, predict the reactants needed to synthesize it. The reactants are: [CH3:1][NH:2][C:3]([C:5]1[CH:6]=[N:7][C:8]([O:11][C:12]2[C:22]([I:23])=[CH:21][C:15]3[CH2:16][CH2:17][NH:18][CH2:19][CH2:20][C:14]=3[CH:13]=2)=[CH:9][CH:10]=1)=[O:4].[C:24]1(=O)[CH2:27][CH2:26][CH2:25]1. (3) Given the product [CH3:19][NH:20][CH:11]1[CH2:12][CH2:13][CH:8]([O:7][C:4]2[CH:5]=[CH:6][N:1]=[CH:2][CH:3]=2)[CH2:9][CH2:10]1, predict the reactants needed to synthesize it. The reactants are: [N:1]1[CH:6]=[CH:5][C:4]([O:7][CH:8]2[CH2:13][CH2:12][C:11](=O)[CH2:10][CH2:9]2)=[CH:3][CH:2]=1.CN.Cl.[BH3-][C:19]#[N:20].[Na+]. (4) Given the product [CH3:1][NH:2][CH2:10][CH2:11][CH2:12][C:13]([N:14]1[CH2:18][CH2:17][CH2:16][CH2:15]1)=[O:19], predict the reactants needed to synthesize it. The reactants are: [CH3:1][N:2]([CH2:10][CH2:11][CH2:12][C:13](=[O:19])[N:14]1[CH2:18][CH2:17][CH2:16][CH2:15]1)C(=O)OC(C)(C)C.FC(F)(F)C(O)=O. (5) Given the product [CH:5]1[S:1][CH:2]=[C:3]2[C:4]=1[CH:6]=[C:28]([C:26]([O:32][CH3:33])=[O:27])[N:14]=[CH:8]2, predict the reactants needed to synthesize it. The reactants are: [S:1]1[CH:5]=[C:4]([CH:6]=O)[C:3]([CH:8]=O)=[CH:2]1.C1CCN2C(=[N:14]CCC2)CC1.S1C=CC=C1.[C:26]([O:32][C:33](C(F)(F)F)=O)([C:28](F)(F)F)=[O:27].